This data is from Catalyst prediction with 721,799 reactions and 888 catalyst types from USPTO. The task is: Predict which catalyst facilitates the given reaction. (1) Reactant: [CH2:1]([N:8]([CH2:17][C:18]1[CH:23]=[CH:22][CH:21]=[CH:20][CH:19]=1)[C:9]1[CH:14]=[C:13]([F:15])[CH:12]=[C:11]([F:16])[CH:10]=1)[C:2]1[CH:7]=[CH:6][CH:5]=[CH:4][CH:3]=1.C([Li])CCC.[C:29](=[O:31])=[O:30].O. Product: [CH2:17]([N:8]([CH2:1][C:2]1[CH:3]=[CH:4][CH:5]=[CH:6][CH:7]=1)[C:9]1[CH:14]=[C:13]([F:15])[C:12]([C:29]([OH:31])=[O:30])=[C:11]([F:16])[CH:10]=1)[C:18]1[CH:23]=[CH:22][CH:21]=[CH:20][CH:19]=1. The catalyst class is: 134. (2) Reactant: Cl[C:2]1[CH:7]=[CH:6][C:5]([Cl:8])=[CH:4][C:3]=1[S:9][CH2:10][CH2:11][CH2:12][C:13]([OH:15])=[O:14].[Cl:16]C1C=C(S)C=CC=1Cl.[OH-].[K+].BrCCCC(OCC)=O. Product: [Cl:8][C:5]1[CH:4]=[C:3]([S:9][CH2:10][CH2:11][CH2:12][C:13]([OH:15])=[O:14])[CH:2]=[CH:7][C:6]=1[Cl:16]. The catalyst class is: 97. (3) Reactant: [Cl:1][C:2]1[CH:3]=[C:4]2[C:8](=[CH:9][CH:10]=1)[NH:7][C:6]([C:11]([NH:13][C:14]1[CH:15]=[CH:16][C:17]3[O:23][CH2:22][CH2:21][CH2:20][N:19]([CH2:24][C:25]([OH:27])=O)[C:18]=3[CH:28]=1)=[O:12])=[CH:5]2.[NH:29]1[CH2:33][CH2:32][CH2:31][CH2:30]1.F[P-](F)(F)(F)(F)F.N1(O[P+](N(C)C)(N(C)C)N(C)C)C2C=CC=CC=2N=N1.C(N(CC)CC)C. Product: [O:27]=[C:25]([N:29]1[CH2:33][CH2:32][CH2:31][CH2:30]1)[CH2:24][N:19]1[C:18]2[CH:28]=[C:14]([NH:13][C:11]([C:6]3[NH:7][C:8]4[C:4]([CH:5]=3)=[CH:3][C:2]([Cl:1])=[CH:10][CH:9]=4)=[O:12])[CH:15]=[CH:16][C:17]=2[O:23][CH2:22][CH2:21][CH2:20]1. The catalyst class is: 1. (4) Reactant: BrC1C=CC(C(Cl)=O)=CC=1.[CH3:11][O:12][C:13]1[CH:14]=[C:15]2[C:20](=[CH:21][C:22]=1[O:23][CH3:24])[N:19]=[CH:18][CH:17]=[C:16]2[O:25][C:26]1[CH:32]=[CH:31][C:29]([NH2:30])=[CH:28][C:27]=1[F:33].[Br:34][C:35]1[CH:40]=[CH:39][C:38]([C:41]([N:43]=[C:44]=[S:45])=[O:42])=[CH:37][CH:36]=1. Product: [Br:34][C:35]1[CH:36]=[CH:37][C:38]([C:41]([N:43]=[C:44]=[S:45])=[O:42])=[CH:39][CH:40]=1.[Br:34][C:35]1[CH:40]=[CH:39][C:38]([C:41]([NH:43][C:44]([NH:30][C:29]2[CH:31]=[CH:32][C:26]([O:25][C:16]3[C:15]4[C:20](=[CH:21][C:22]([O:23][CH3:24])=[C:13]([O:12][CH3:11])[CH:14]=4)[N:19]=[CH:18][CH:17]=3)=[C:27]([F:33])[CH:28]=2)=[S:45])=[O:42])=[CH:37][CH:36]=1. The catalyst class is: 234. (5) Reactant: [CH3:1][O:2][C:3]([C:5]1[NH:6][C:7]2[C:12]([CH:13]=1)=[CH:11][CH:10]=[C:9]([OH:14])[CH:8]=2)=[O:4].C([O-])([O-])=O.[Cs+].[Cs+].Cl[C:22]1[S:23][C:24]2[CH:30]=[CH:29][CH:28]=[CH:27][C:25]=2[N:26]=1. Product: [CH3:1][O:2][C:3]([C:5]1[NH:6][C:7]2[C:12]([CH:13]=1)=[CH:11][CH:10]=[C:9]([O:14][C:22]1[S:23][C:24]3[CH:30]=[CH:29][CH:28]=[CH:27][C:25]=3[N:26]=1)[CH:8]=2)=[O:4]. The catalyst class is: 3. (6) Reactant: [F:1][C:2]1[CH:3]=[C:4]2[C:8](=[CH:9][CH:10]=1)[NH:7][C:6](=[O:11])[CH2:5]2.C[Si]([N-][Si](C)(C)C)(C)C.[Li+].[Cl:22][C:23]1[N:28]=[CH:27][C:26]2[C:29](=O)[O:30][CH:31]([CH2:32][CH2:33][CH3:34])[C:25]=2[C:24]=1[Cl:36].Cl. Product: [Cl:22][C:23]1[N:28]=[CH:27][C:26]2[C:29](=[C:5]3[C:4]4[C:8](=[CH:9][CH:10]=[C:2]([F:1])[CH:3]=4)[NH:7][C:6]3=[O:11])[O:30][CH:31]([CH2:32][CH2:33][CH3:34])[C:25]=2[C:24]=1[Cl:36]. The catalyst class is: 1. (7) Reactant: C([N:8]1[CH2:17][CH2:16][C:15]2[C:14]([N:18]3[CH2:23][CH2:22][O:21][CH2:20][CH2:19]3)=[N:13][CH:12]=[N:11][C:10]=2[CH2:9]1)C1C=CC=CC=1.C([O-])=O.[NH4+]. Product: [N:18]1([C:14]2[C:15]3[CH2:16][CH2:17][NH:8][CH2:9][C:10]=3[N:11]=[CH:12][N:13]=2)[CH2:19][CH2:20][O:21][CH2:22][CH2:23]1. The catalyst class is: 19.